This data is from Catalyst prediction with 721,799 reactions and 888 catalyst types from USPTO. The task is: Predict which catalyst facilitates the given reaction. (1) Reactant: [Cl:1][C:2]1[CH:3]=[C:4]([C:12]2[O:16][N:15]=[C:14]([C:17]3[C:25]([CH2:26][CH3:27])=[CH:24][C:23]4[C:19](=[CH:20][N:21]([CH2:28][CH2:29][CH2:30][C:31]([O:33]CC)=[O:32])[N:22]=4)[CH:18]=3)[N:13]=2)[CH:5]=[N:6][C:7]=1[O:8][CH:9]([CH3:11])[CH3:10].[OH-].[Na+]. Product: [Cl:1][C:2]1[CH:3]=[C:4]([C:12]2[O:16][N:15]=[C:14]([C:17]3[C:25]([CH2:26][CH3:27])=[CH:24][C:23]4[C:19](=[CH:20][N:21]([CH2:28][CH2:29][CH2:30][C:31]([OH:33])=[O:32])[N:22]=4)[CH:18]=3)[N:13]=2)[CH:5]=[N:6][C:7]=1[O:8][CH:9]([CH3:11])[CH3:10]. The catalyst class is: 5. (2) Reactant: [Cl:1][C:2]1[CH:3]=[CH:4][C:5]([S:8]([NH:11][C:12]2[CH:13]=[CH:14][C:15]([F:36])=[C:16]([C@:18]3([CH:33]([F:35])[F:34])[C@@H:24]4[C@@H:22]([CH2:23]4)[O:21][C:20]([NH:25]C(=O)OC(C)(C)C)=[N:19]3)[CH:17]=2)(=[O:10])=[O:9])=[N:6][CH:7]=1.FC(F)(F)C(O)=O. Product: [NH2:25][C:20]1[O:21][C@H:22]2[C@@H:24]([C@:18]([C:16]3[CH:17]=[C:12]([NH:11][S:8]([C:5]4[CH:4]=[CH:3][C:2]([Cl:1])=[CH:7][N:6]=4)(=[O:9])=[O:10])[CH:13]=[CH:14][C:15]=3[F:36])([CH:33]([F:34])[F:35])[N:19]=1)[CH2:23]2. The catalyst class is: 2. (3) Reactant: C(N(CC)CC)C.[C:8]([N:15]1[CH2:20][CH2:19][NH:18][CH2:17][CH2:16]1)([O:10][C:11]([CH3:14])([CH3:13])[CH3:12])=[O:9].Cl[C:22]([C:28]1[CH:33]=[CH:32][CH:31]=[CH:30][CH:29]=1)=[C:23]([C:26]#[N:27])[C:24]#[N:25]. Product: [C:26]([C:23]([C:24]#[N:25])=[C:22]([N:18]1[CH2:17][CH2:16][N:15]([C:8]([O:10][C:11]([CH3:14])([CH3:13])[CH3:12])=[O:9])[CH2:20][CH2:19]1)[C:28]1[CH:33]=[CH:32][CH:31]=[CH:30][CH:29]=1)#[N:27]. The catalyst class is: 14. (4) Reactant: [CH:1]([C:3]1[C:11]2[C:6](=[N:7][CH:8]=[CH:9][C:10]=2[N:12]2[CH2:17][CH2:16][CH:15]([C:18]([O:20]CC)=[O:19])[CH2:14][CH2:13]2)[N:5]([CH3:23])[CH:4]=1)=[O:2].[OH-].[Na+]. Product: [CH:1]([C:3]1[C:11]2[C:6](=[N:7][CH:8]=[CH:9][C:10]=2[N:12]2[CH2:13][CH2:14][CH:15]([C:18]([OH:20])=[O:19])[CH2:16][CH2:17]2)[N:5]([CH3:23])[CH:4]=1)=[O:2]. The catalyst class is: 5. (5) Reactant: [CH3:1][O:2][C:3]1[CH:12]=[C:11]2[C:6]([C:7]([O:13][CH2:14][C:15]3[N:19]4[N:20]=[C:21]([C:24]5[CH:31]=[CH:30][C:27]([CH:28]=O)=[CH:26][CH:25]=5)[CH:22]=[CH:23][C:18]4=[N:17][N:16]=3)=[CH:8][CH:9]=[N:10]2)=[CH:5][CH:4]=1.[CH3:32][NH:33][CH3:34].C(O[BH-](OC(=O)C)OC(=O)C)(=O)C.[Na+]. Product: [CH3:1][O:2][C:3]1[CH:12]=[C:11]2[C:6]([C:7]([O:13][CH2:14][C:15]3[N:19]4[N:20]=[C:21]([C:24]5[CH:31]=[CH:30][C:27]([CH2:28][N:33]([CH3:34])[CH3:32])=[CH:26][CH:25]=5)[CH:22]=[CH:23][C:18]4=[N:17][N:16]=3)=[CH:8][CH:9]=[N:10]2)=[CH:5][CH:4]=1. The catalyst class is: 1. (6) Reactant: C1(C)C=CC(S([Cl:10])(=O)=O)=CC=1.[NH2:12][C:13]1[C:14]([NH:18][C:19]([NH:21][C:22]2[C:26]([CH3:27])=[CH:25][S:24][C:23]=2[Cl:28])=S)=[CH:15][S:16][CH:17]=1.[OH-].[Na+].Cl. Product: [ClH:10].[Cl:28][C:23]1[S:24][CH:25]=[C:26]([CH3:27])[C:22]=1[NH:21][C:19]1[NH:18][C:14]2=[CH:15][S:16][CH:17]=[C:13]2[N:12]=1. The catalyst class is: 299. (7) Reactant: Br[C:2]1[CH:3]=[C:4]2[C:10]([C:11]3[CH:12]=[C:13]4[C:17](=[CH:18][CH:19]=3)NC=C4)=[CH:9][N:8](S(C3C=CC(C)=CC=3)(=O)=O)[C:5]2=[N:6][CH:7]=1.[CH3:30][N:31]1[CH2:36][CH2:35][N:34]([CH2:37][C:38]2[CH:43]=[CH:42][C:41](B3OC(C)(C)C(C)(C)O3)=[CH:40][CH:39]=2)[CH2:33][CH2:32]1.[C:53]([O-])([O-])=O.[Na+].[Na+].[CH3:59][C:60]#[N:61]. Product: [NH:61]1[C:17]2[C:13](=[CH:12][C:11]([C:10]3[C:4]4[C:5](=[N:6][CH:7]=[C:2]([C:41]5[CH:40]=[CH:39][C:38]([CH2:37][N:34]6[CH2:33][CH2:32][N:31]([CH3:30])[CH2:36][CH2:35]6)=[CH:43][CH:42]=5)[CH:3]=4)[NH:8][C:9]=3[CH3:53])=[CH:19][CH:18]=2)[CH:59]=[CH:60]1. The catalyst class is: 235.